This data is from Full USPTO retrosynthesis dataset with 1.9M reactions from patents (1976-2016). The task is: Predict the reactants needed to synthesize the given product. Given the product [F:21][CH:22]([F:35])[O:23][C:24]1[CH:31]=[C:30]([CH2:32][CH2:33][N:18]2[CH2:19][CH2:20][N:15]([CH2:14][CH2:13][C:4]3[C:3]([CH3:2])=[C:11]4[C:7](=[CH:6][CH:5]=3)[C:8](=[O:12])[O:9][CH2:10]4)[CH2:16][CH2:17]2)[CH:29]=[CH:28][C:25]=1[C:26]#[N:27], predict the reactants needed to synthesize it. The reactants are: Cl.[CH3:2][C:3]1[C:11]2[CH2:10][O:9][C:8](=[O:12])[C:7]=2[CH:6]=[CH:5][C:4]=1[CH2:13][CH2:14][N:15]1[CH2:20][CH2:19][NH:18][CH2:17][CH2:16]1.[F:21][CH:22]([F:35])[O:23][C:24]1[CH:31]=[C:30]([CH2:32][CH:33]=O)[CH:29]=[CH:28][C:25]=1[C:26]#[N:27].